Dataset: Blood-brain barrier penetration binary classification data from Martins et al.. Task: Regression/Classification. Given a drug SMILES string, predict its absorption, distribution, metabolism, or excretion properties. Task type varies by dataset: regression for continuous measurements (e.g., permeability, clearance, half-life) or binary classification for categorical outcomes (e.g., BBB penetration, CYP inhibition). Dataset: bbb_martins. (1) The drug is FC(F)(F)c1cccc(C2=CCN(CCc3ccc4ccccc4c3)CC2)c1. The result is 1 (penetrates BBB). (2) The drug is COC1C(O)CC(=O)OC(C)C/C=C/C=C/C(OC2CCC(N(C)C)C(C)O2)C(C)CC(CC=O)C1OC1OC(C)C(OC2CC(C)(O)C(O)C(C)O2)C(N(C)C)C1O. The result is 0 (does not penetrate BBB). (3) The drug is CNCC[C@@H](Oc1ccccc1C)c1ccccc1. The result is 1 (penetrates BBB). (4) The result is 0 (does not penetrate BBB). The drug is CO/N=C(\C(=O)N[C@@H]1C(=O)N2C(C(=O)OC(C)OC(C)=O)=C(COC(N)=O)CS[C@H]12)c1ccco1. (5) The compound is CCn1cc(C(=O)O)c(=O)c2ccc(Cc3ccccc3)nc21. The result is 1 (penetrates BBB). (6) The drug is CC(C)(C)[C@]1(O)CCN2C[C@H]3c4ccccc4CCc4cccc(c43)[C@@H]2C1.[Cl-].[H+]. The result is 1 (penetrates BBB). (7) The compound is CSc1ccc2c(c1)N(CC(C)CN(C)C)c1ccccc1S2. The result is 1 (penetrates BBB). (8) The compound is CN(C)Cc1ccc(CSCCNc2nc(=O)c(Cc3ccc4ccccc4c3)c[nH]2)o1. The result is 0 (does not penetrate BBB). (9) The result is 1 (penetrates BBB). The compound is CCN(C)C(=O)Oc1cccc([C@H](C)N(C)C)c1.